Dataset: Full USPTO retrosynthesis dataset with 1.9M reactions from patents (1976-2016). Task: Predict the reactants needed to synthesize the given product. (1) Given the product [C:1]1([CH2:7][CH2:8][CH2:9][CH2:10][CH2:11][N:36]2[C:32](=[O:42])[C:33]3[C:34](=[CH:38][CH:39]=[CH:40][CH:41]=3)[C:35]2=[O:37])[CH:2]=[CH:3][CH:4]=[CH:5][CH:6]=1, predict the reactants needed to synthesize it. The reactants are: [C:1]1([CH2:7][CH2:8][CH2:9][CH2:10][CH2:11]O)[CH:6]=[CH:5][CH:4]=[CH:3][CH:2]=1.C1(P(C2C=CC=CC=2)C2C=CC=CC=2)C=CC=CC=1.[C:32]1(=[O:42])[NH:36][C:35](=[O:37])[C:34]2=[CH:38][CH:39]=[CH:40][CH:41]=[C:33]12.CCOC(/N=N/C(OCC)=O)=O. (2) Given the product [NH2:5][C:6]1[N:11]([CH3:12])[C:10](=[O:13])[NH:9][C:8](=[O:14])[C:7]=1[N:15]=[O:16], predict the reactants needed to synthesize it. The reactants are: C(O)(=O)C.[NH2:5][C:6]1[N:11]([CH3:12])[C:10](=[O:13])[NH:9][C:8](=[O:14])[CH:7]=1.[N:15]([O-])=[O:16].[Na+]. (3) Given the product [CH3:13][C:14]1[CH:19]=[C:18]([C:2]2[N:7]=[C:6]([C:8]([O:10][CH3:11])=[O:9])[C:5]([N:30]3[CH2:35][CH2:34][O:33][CH2:32][CH2:31]3)=[N:4][CH:3]=2)[CH:17]=[N:16][CH:15]=1, predict the reactants needed to synthesize it. The reactants are: Br[C:2]1[N:7]=[C:6]([C:8]([O:10][CH3:11])=[O:9])[C:5](Cl)=[N:4][CH:3]=1.[CH3:13][C:14]1[CH:15]=[N:16][CH:17]=[C:18](B(O)O)[CH:19]=1.C([O-])([O-])=O.[Cs+].[Cs+].O.[NH:30]1[CH2:35][CH2:34][O:33][CH2:32][CH2:31]1. (4) Given the product [OH:37][CH2:36][C:34]([N:1]1[CH2:5][CH2:4][CH:3]([CH2:6][NH:7][C:8]([C:10]2[C:14]3[N:15]=[CH:16][N:17]=[C:18]([C:19]4[C:27]5[O:26][CH2:25][O:24][C:23]=5[CH:22]=[CH:21][C:20]=4[O:28][CH2:29][CH:30]4[CH2:31][CH2:32]4)[C:13]=3[NH:12][CH:11]=2)=[O:9])[CH2:2]1)=[O:35], predict the reactants needed to synthesize it. The reactants are: [NH:1]1[CH2:5][CH2:4][CH:3]([CH2:6][NH:7][C:8]([C:10]2[C:14]3[N:15]=[CH:16][N:17]=[C:18]([C:19]4[C:27]5[O:26][CH2:25][O:24][C:23]=5[CH:22]=[CH:21][C:20]=4[O:28][CH2:29][CH:30]4[CH2:32][CH2:31]4)[C:13]=3[NH:12][CH:11]=2)=[O:9])[CH2:2]1.Cl[C:34]([CH2:36][O:37]C(=O)C)=[O:35]. (5) Given the product [C:18]([O:22][C:23]([N:10]1[CH2:9][C@@H:8]([CH3:17])[N:7]2[C@H:12]([CH2:13][C:14]3[C:6]2=[N:5][C:4]([C@@H:2]([OH:1])[CH3:3])=[CH:16][CH:15]=3)[CH2:11]1)=[O:24])([CH3:21])([CH3:20])[CH3:19], predict the reactants needed to synthesize it. The reactants are: [OH:1][C@H:2]([C:4]1[N:5]=[C:6]2[C:14](=[CH:15][CH:16]=1)[CH2:13][C@H:12]1[N:7]2[C@H:8]([CH3:17])[CH2:9][NH:10][CH2:11]1)[CH3:3].[C:18]([O:22][C:23](O[C:23]([O:22][C:18]([CH3:21])([CH3:20])[CH3:19])=[O:24])=[O:24])([CH3:21])([CH3:20])[CH3:19]. (6) Given the product [CH2:1]([C:3]1[N:11]([C:12]2[CH:13]=[CH:14][C:15]([C:16]([NH2:17])=[N:27][C:24]3[CH:25]=[N:26][C:21]([CH3:20])=[CH:22][CH:23]=3)=[CH:18][CH:19]=2)[C:6]2=[N:7][CH:8]=[CH:9][CH:10]=[C:5]2[N:4]=1)[CH3:2], predict the reactants needed to synthesize it. The reactants are: [CH2:1]([C:3]1[N:11]([C:12]2[CH:19]=[CH:18][C:15]([C:16]#[N:17])=[CH:14][CH:13]=2)[C:6]2=[N:7][CH:8]=[CH:9][CH:10]=[C:5]2[N:4]=1)[CH3:2].[CH3:20][C:21]1[N:26]=[CH:25][C:24]([NH2:27])=[CH:23][CH:22]=1.[H-].[Na+].